From a dataset of Forward reaction prediction with 1.9M reactions from USPTO patents (1976-2016). Predict the product of the given reaction. (1) Given the reactants ClN1C(=O)CCC1=O.[CH3:9][S:10][CH3:11].[CH:12]([O:15][C:16]1[CH:21]=[CH:20][C:19]([C:22]([N:24]2[CH2:41][CH2:40][C:27]3([C:32]4=[CH:33][CH:34]=C[N:31]4[C:30]4[CH:36]=[CH:37][CH:38]=[CH:39][C:29]=4[O:28]3)[CH2:26][CH2:25]2)=[O:23])=[CH:18][C:17]=1[CH3:42])([CH3:14])[CH3:13], predict the reaction product. The product is: [CH:12]([O:15][C:16]1[CH:21]=[CH:20][C:19]([C:22]([N:24]2[CH2:41][CH2:40][C:27]3([O:28][C:29]4[CH:39]=[CH:38][CH:37]=[CH:36][C:30]=4[N:31]4[C:9]([S:10][CH3:11])=[CH:34][CH:33]=[C:32]34)[CH2:26][CH2:25]2)=[O:23])=[CH:18][C:17]=1[CH3:42])([CH3:14])[CH3:13]. (2) Given the reactants [CH3:1][C:2]([C:7]1[CH:12]=[CH:11][C:10]([OH:13])=[CH:9][CH:8]=1)([CH2:4][CH2:5][CH3:6])[CH3:3].Cl[C:15]1[CH:20]=[CH:19][C:18]([N+:21]([O-:23])=[O:22])=[CH:17][N:16]=1.C([O-])([O-])=O.[K+].[K+], predict the reaction product. The product is: [CH3:1][C:2]([C:7]1[CH:8]=[CH:9][C:10]([O:13][C:15]2[CH:20]=[CH:19][C:18]([N+:21]([O-:23])=[O:22])=[CH:17][N:16]=2)=[CH:11][CH:12]=1)([CH2:4][CH2:5][CH3:6])[CH3:3]. (3) The product is: [CH:61]([O:60][C:40]1[C:39]([NH:38][C:32]2[CH:31]=[C:30]3[C:35](=[C:34]([C:36]#[N:37])[CH:33]=2)[N:27]([CH3:26])[C@H:28]2[CH2:52][CH2:51][NH:50][CH2:49][C@@H:29]32)=[CH:44][CH:43]=[CH:42][N:41]=1)([CH3:63])[CH3:62]. Given the reactants CN1C2C(C(F)(F)F)=CC(NC3C=NC=CC=3)=CC=2C2CNCCC12.[CH3:26][N:27]1[C:35]2[C:30](=[CH:31][C:32]([NH:38][C:39]3[CH:40]=[N:41][CH:42]=[CH:43][C:44]=3C(F)(F)F)=[CH:33][C:34]=2[C:36]#[N:37])[C@@H:29]2[CH2:49][NH:50][CH2:51][CH2:52][C@H:28]12.BrC1C([O:60][CH:61]([CH3:63])[CH3:62])=NC=CC=1.CC([O-])(C)C.[Na+], predict the reaction product. (4) Given the reactants [CH2:1]([O:4][C:5]1[CH:13]=[CH:12][C:8]2[O:9][CH2:10][O:11][C:7]=2[C:6]=1[C:14]1[C:15]2[NH:22][CH:21]=[C:20]([C:23](O)=[O:24])[C:16]=2[N:17]=[CH:18][N:19]=1)[CH2:2][CH3:3].[C:26]([O:30][C:31]([N:33]1[CH2:37][CH2:36][C@@H:35]([NH2:38])[CH2:34]1)=[O:32])([CH3:29])([CH3:28])[CH3:27], predict the reaction product. The product is: [C:26]([O:30][C:31]([N:33]1[CH2:37][CH2:36][C@@H:35]([NH:38][C:23]([C:20]2[C:16]3[N:17]=[CH:18][N:19]=[C:14]([C:6]4[C:7]5[O:11][CH2:10][O:9][C:8]=5[CH:12]=[CH:13][C:5]=4[O:4][CH2:1][CH2:2][CH3:3])[C:15]=3[NH:22][CH:21]=2)=[O:24])[CH2:34]1)=[O:32])([CH3:29])([CH3:27])[CH3:28].